Dataset: Full USPTO retrosynthesis dataset with 1.9M reactions from patents (1976-2016). Task: Predict the reactants needed to synthesize the given product. (1) The reactants are: [CH3:1][N:2]1[CH2:7][CH2:6][N:5]([C:8]2[CH:13]=[CH:12][N:11]=[C:10]([NH2:14])[CH:9]=2)[CH2:4][CH2:3]1.[H-].[Na+].Cl[C:18]1[S:19][CH:20]=[CH:21][N:22]=1. Given the product [CH3:1][N:2]1[CH2:7][CH2:6][N:5]([C:8]2[CH:13]=[CH:12][N:11]=[C:10]([NH:14][C:18]3[S:19][CH:20]=[CH:21][N:22]=3)[CH:9]=2)[CH2:4][CH2:3]1, predict the reactants needed to synthesize it. (2) Given the product [Cl:1][C:2]1[C:3](=[O:10])[N:4]([CH3:9])[N:5]=[CH:6][C:7]=1[N:15]1[CH2:16][CH2:17][N:12]([CH3:11])[CH2:13][CH2:14]1, predict the reactants needed to synthesize it. The reactants are: [Cl:1][C:2]1[C:3](=[O:10])[N:4]([CH3:9])[N:5]=[CH:6][C:7]=1Cl.[CH3:11][N:12]1[CH2:17][CH2:16][NH:15][CH2:14][CH2:13]1. (3) Given the product [NH2:32][C@@H:27]1[C@H:28]([NH:31][C:4]2[N:3]=[C:2]([Cl:1])[C:7]3[C:8](=[O:22])[N:9]([CH2:11][C:12]4[CH:17]=[CH:16][C:15]([O:18][CH3:19])=[CH:14][C:13]=4[O:20][CH3:21])[CH2:10][C:6]=3[C:5]=2[F:23])[CH2:29][CH2:30][O:25][CH2:26]1, predict the reactants needed to synthesize it. The reactants are: [Cl:1][C:2]1[C:7]2[C:8](=[O:22])[N:9]([CH2:11][C:12]3[CH:17]=[CH:16][C:15]([O:18][CH3:19])=[CH:14][C:13]=3[O:20][CH3:21])[CH2:10][C:6]=2[C:5]([F:23])=[C:4](Cl)[N:3]=1.[O:25]1[CH2:30][CH2:29][C@@H:28]([NH2:31])[C@@H:27]([NH2:32])[CH2:26]1.CCN(C(C)C)C(C)C. (4) Given the product [Br:17][C:13]1[C:14]([F:16])=[CH:15][C:7]([I:24])=[C:8]([CH:12]=1)[C:9]([OH:11])=[O:10], predict the reactants needed to synthesize it. The reactants are: S(=O)(=O)(O)O.N[C:7]1[CH:15]=[C:14]([F:16])[C:13]([Br:17])=[CH:12][C:8]=1[C:9]([OH:11])=[O:10].Cl.[N+]([O-])([O-])=O.[Na+].[I-:24].[K+]. (5) Given the product [CH2:1]([N:3]1[CH2:12][CH2:11][C:10]2[C:5](=[CH:6][C:7]([O:15][CH3:16])=[C:8]([O:13][CH3:14])[CH:9]=2)[C:4]21[CH2:21][CH2:20][CH:19]([C:22]([N:24]1[CH2:29][CH2:28][N:27]([C:48](=[O:49])[N:47]([C:51]3[CH:56]=[CH:55][CH:54]=[CH:53][N:52]=3)[CH3:46])[CH2:26][CH2:25]1)=[O:23])[CH2:18][CH:17]2[CH:30]1[C:39]2[C:34](=[CH:35][C:36]([O:42][CH3:43])=[C:37]([O:40][CH3:41])[CH:38]=2)[CH2:33][CH2:32][N:31]1[CH2:44][CH3:45])[CH3:2], predict the reactants needed to synthesize it. The reactants are: [CH2:1]([N:3]1[CH2:12][CH2:11][C:10]2[C:5](=[CH:6][C:7]([O:15][CH3:16])=[C:8]([O:13][CH3:14])[CH:9]=2)[C:4]21[CH2:21][CH2:20][CH:19]([C:22]([N:24]1[CH2:29][CH2:28][NH:27][CH2:26][CH2:25]1)=[O:23])[CH2:18][CH:17]2[CH:30]1[C:39]2[C:34](=[CH:35][C:36]([O:42][CH3:43])=[C:37]([O:40][CH3:41])[CH:38]=2)[CH2:33][CH2:32][N:31]1[CH2:44][CH3:45])[CH3:2].[CH3:46][N:47]([C:51]1[CH:56]=[CH:55][CH:54]=[CH:53][N:52]=1)[C:48](Cl)=[O:49].CNC1C=CC=CN=1.C(Cl)(Cl)=O. (6) Given the product [F:1][C:2]([F:31])([F:30])[C:3]1[CH:4]=[C:5]([C@H:13]2[O:17][C:16](=[O:18])[N:15]([CH2:19][C:20]3[C:25]([B:32]([OH:37])[OH:33])=[CH:24][N:23]=[C:22]([S:27][CH3:28])[N:21]=3)[C@H:14]2[CH3:29])[CH:6]=[C:7]([C:9]([F:12])([F:11])[F:10])[CH:8]=1, predict the reactants needed to synthesize it. The reactants are: [F:1][C:2]([F:31])([F:30])[C:3]1[CH:4]=[C:5]([C@H:13]2[O:17][C:16](=[O:18])[N:15]([CH2:19][C:20]3[C:25](Br)=[CH:24][N:23]=[C:22]([S:27][CH3:28])[N:21]=3)[C@H:14]2[CH3:29])[CH:6]=[C:7]([C:9]([F:12])([F:11])[F:10])[CH:8]=1.[B:32]1(B2OC(C)(C)CC(C)O2)[O:37]C(C)(C)CC(C)[O:33]1.C1(P(C2CCCCC2)C2CCCCC2)CCCCC1.C([O-])(=O)C.[K+]. (7) Given the product [Br:15][CH:3]([CH:2]=[O:1])[CH2:4][C:5]([O:7][CH3:8])=[O:6], predict the reactants needed to synthesize it. The reactants are: [O:1]=[CH:2][CH2:3][CH2:4][C:5]([O:7][CH3:8])=[O:6].O1CCOCC1.[Br:15]Br.C(=O)(O)[O-].[Na+]. (8) The reactants are: CC1(C)C(C)(C)OB([C:9]2[CH:21]=[C:20]3[C:12]([C:13]4[CH:14]=[CH:15][CH:16]=[CH:17][C:18]=4[C:19]3([CH3:23])[CH3:22])=[CH:11][CH:10]=2)O1.Br[C:26]1[CH:31]=[C:30]([O:32][CH3:33])[CH:29]=[CH:28][C:27]=1[C:34]1[CH:39]=[CH:38][CH:37]=[CH:36][CH:35]=1.C([O-])([O-])=O.[Na+].[Na+].CCO. Given the product [CH3:33][O:32][C:30]1[CH:29]=[CH:28][C:27]([C:34]2[CH:39]=[CH:38][CH:37]=[CH:36][CH:35]=2)=[C:26]([C:15]2[CH:16]=[CH:17][C:18]3[C:19]([CH3:23])([CH3:22])[C:20]4[C:12]([C:13]=3[CH:14]=2)=[CH:11][CH:10]=[CH:9][CH:21]=4)[CH:31]=1, predict the reactants needed to synthesize it. (9) The reactants are: C1(C=CC2C=CC=CC=2)C=CC=CC=1.[C:15]1([C:21]([C:23]2[CH:28]=[CH:27][CH:26]=[C:25](C(C3C=CC=CC=3)=C)[CH:24]=2)=[CH2:22])[CH:20]=[CH:19][CH:18]=[CH:17][CH:16]=1.C1(C(C2C=CC(C(C3C=CC=CC=3)=C)=CC=2)=C)C=CC=CC=1. Given the product [C:15]1([C:21]([C:23]2[CH:24]=[CH:25][CH:26]=[CH:27][CH:28]=2)=[CH2:22])[CH:20]=[CH:19][CH:18]=[CH:17][CH:16]=1, predict the reactants needed to synthesize it. (10) Given the product [CH2:1]([O:3][C:4](=[O:13])[CH2:5][C:6]1[CH:11]=[CH:10][CH:9]=[C:8]([CH2:12][Br:14])[CH:7]=1)[CH3:2], predict the reactants needed to synthesize it. The reactants are: [CH2:1]([O:3][C:4](=[O:13])[CH2:5][C:6]1[CH:7]=[C:8]([CH3:12])[CH:9]=[CH:10][CH:11]=1)[CH3:2].[Br:14]N1C(=O)CCC1=O.